This data is from Reaction yield outcomes from USPTO patents with 853,638 reactions. The task is: Predict the reaction yield, written as a fraction of the theoretical maximum amount of product (1.0 means a 100% yield; for example, 0.34 means a 34% yield). (1) The reactants are [NH2:1][CH:2]([CH2:20][C:21]1[CH:26]=[C:25]([F:27])[CH:24]=[C:23]([F:28])[CH:22]=1)[CH:3]([OH:19])[CH2:4][NH:5][C:6]1[C:15]2[C:10](=[CH:11][CH:12]=[C:13]([CH2:16][CH3:17])[CH:14]=2)[O:9][CH2:8][C:7]=1[OH:18].C(N(C(C)C)CC)(C)C.[C:38]([O-])(=[O:40])[CH3:39].[Na+].CN(C(ON1N=NC2C=CC=CC1=2)=[N+](C)C)C.F[P-](F)(F)(F)(F)F. The catalyst is C(Cl)Cl.O. The product is [F:28][C:23]1[CH:22]=[C:21]([CH:26]=[C:25]([F:27])[CH:24]=1)[CH2:20][CH:2]([NH:1][C:38](=[O:40])[CH3:39])[CH:3]([OH:19])[CH2:4][NH:5][C:6]1[C:15]2[C:10](=[CH:11][CH:12]=[C:13]([CH2:16][CH3:17])[CH:14]=2)[O:9][CH2:8][C:7]=1[OH:18]. The yield is 0.0400. (2) The reactants are [C:1](N1C=CN=C1)(N1C=CN=C1)=[S:2].[C:13]([Si:17]([CH3:28])([CH3:27])[O:18][C:19]1[CH:24]=[CH:23][C:22]([NH2:25])=[C:21]([NH2:26])[CH:20]=1)([CH3:16])([CH3:15])[CH3:14]. The catalyst is O1CCCC1. The product is [SH:2][C:1]1[NH:26][C:21]2[CH:20]=[C:19]([O:18][Si:17]([C:13]([CH3:16])([CH3:15])[CH3:14])([CH3:28])[CH3:27])[CH:24]=[CH:23][C:22]=2[N:25]=1. The yield is 0.700. (3) The reactants are [F:1][C:2]1[C:3]([CH3:25])=[C:4]([C:17]2[CH:22]=[CH:21][CH:20]=[C:19]([CH:23]=[O:24])[CH:18]=2)[C:5]([CH3:16])=[CH:6][C:7]=1[O:8][CH2:9][CH2:10][CH2:11][S:12]([CH3:15])(=[O:14])=[O:13].CO.[BH4-].[Na+].Cl. The catalyst is O1CCCC1. The product is [F:1][C:2]1[C:3]([CH3:25])=[C:4]([C:17]2[CH:22]=[CH:21][CH:20]=[C:19]([CH2:23][OH:24])[CH:18]=2)[C:5]([CH3:16])=[CH:6][C:7]=1[O:8][CH2:9][CH2:10][CH2:11][S:12]([CH3:15])(=[O:13])=[O:14]. The yield is 0.940. (4) The reactants are [N+:1]([C:4]1[CH:5]=[C:6](C(O)=O)[CH:7]=[C:8]2[C:13]=1[N:12]=[CH:11][CH:10]=[CH:9]2)([O-:3])=[O:2].C1C=CC(P(N=[N+]=[N-])(C2C=CC=CC=2)=[O:24])=CC=1.CC[N:36]([CH2:39]C)CC.[CH3:41][C:42]([OH:45])([CH3:44])[CH3:43]. No catalyst specified. The product is [C:42]([O:45][C:39]([NH:36][C:6]1[CH:7]=[C:8]2[C:13](=[C:4]([N+:1]([O-:3])=[O:2])[CH:5]=1)[N:12]=[CH:11][CH:10]=[CH:9]2)=[O:24])([CH3:44])([CH3:43])[CH3:41]. The yield is 0.600.